From a dataset of CYP2C19 inhibition data for predicting drug metabolism from PubChem BioAssay. Regression/Classification. Given a drug SMILES string, predict its absorption, distribution, metabolism, or excretion properties. Task type varies by dataset: regression for continuous measurements (e.g., permeability, clearance, half-life) or binary classification for categorical outcomes (e.g., BBB penetration, CYP inhibition). Dataset: cyp2c19_veith. (1) The drug is Cc1ccc2nc(NC(=O)COC(=O)c3ccc(Br)o3)sc2c1. The result is 1 (inhibitor). (2) The compound is Clc1ccccc1C(c1ccccc1)(c1ccccc1)n1ccnc1. The result is 1 (inhibitor). (3) The compound is O=[N+]([O-])c1ccc(O[C@H]2O[C@@H](CO)[C@@H](O)[C@@H](O)[C@@H]2F)c([N+](=O)[O-])c1. The result is 0 (non-inhibitor). (4) The result is 0 (non-inhibitor). The drug is CCN(CC)C[C@@H](O)CN1CCCCc2nc(C)c(C)cc21. (5) The compound is O=C(Oc1ccccc1)N1CCC2(CCN(Cc3nccs3)CC2)CC1. The result is 0 (non-inhibitor).